Task: Predict the product of the given reaction.. Dataset: Forward reaction prediction with 1.9M reactions from USPTO patents (1976-2016) (1) Given the reactants [F:1][C:2]1[CH:13]=[CH:12][C:5]([CH2:6][O:7][CH2:8][C:9](Cl)=[O:10])=[CH:4][CH:3]=1.[C:14]([NH:21][CH2:22][CH2:23][CH2:24][CH2:25][CH2:26][NH2:27])([O:16][C:17]([CH3:20])([CH3:19])[CH3:18])=[O:15].C(N(C(C)C)CC)(C)C, predict the reaction product. The product is: [F:1][C:2]1[CH:13]=[CH:12][C:5]([CH2:6][O:7][CH2:8][C:9]([NH:27][CH2:26][CH2:25][CH2:24][CH2:23][CH2:22][NH:21][C:14](=[O:15])[O:16][C:17]([CH3:19])([CH3:18])[CH3:20])=[O:10])=[CH:4][CH:3]=1. (2) Given the reactants CO[C:3]([C:5]1[C:6]([OH:28])=[C:7]2[C:12](=[CH:13][N:14]=1)[N:11]([CH2:15][CH:16]1[CH2:20][CH2:19][CH2:18][CH2:17]1)[C:10](=[O:21])[C:9]([C:22]1[CH:27]=[CH:26][CH:25]=[CH:24][CH:23]=1)=[CH:8]2)=[O:4].[NH2:29][CH2:30][CH2:31][CH2:32][C:33]([OH:35])=[O:34].C[O-].[Na+], predict the reaction product. The product is: [CH:16]1([CH2:15][N:11]2[C:12]3[C:7](=[C:6]([OH:28])[C:5]([C:3]([NH:29][CH2:30][CH2:31][CH2:32][C:33]([OH:35])=[O:34])=[O:4])=[N:14][CH:13]=3)[CH:8]=[C:9]([C:22]3[CH:23]=[CH:24][CH:25]=[CH:26][CH:27]=3)[C:10]2=[O:21])[CH2:20][CH2:19][CH2:18][CH2:17]1. (3) Given the reactants [NH3:1].CO[C:4]([C@@H:6]1[O:10][C:9](=[O:11])[N:8]([C:12]2[CH:13]=[C:14]3[C:18](=[CH:19][CH:20]=2)[N:17]([CH2:21][CH2:22][CH3:23])[C:16](=[O:24])[CH2:15]3)[CH2:7]1)=[O:5], predict the reaction product. The product is: [O:11]=[C:9]1[N:8]([C:12]2[CH:13]=[C:14]3[C:18](=[CH:19][CH:20]=2)[N:17]([CH2:21][CH2:22][CH3:23])[C:16](=[O:24])[CH2:15]3)[CH2:7][C@H:6]([C:4]([NH2:1])=[O:5])[O:10]1. (4) Given the reactants [F:1][C:2]1[CH:3]=[C:4]([OH:9])[CH:5]=[C:6]([F:8])[CH:7]=1.I[CH2:11][CH3:12].C(=O)([O-])[O-].[K+].[K+], predict the reaction product. The product is: [CH2:11]([O:9][C:4]1[CH:3]=[C:2]([F:1])[CH:7]=[C:6]([F:8])[CH:5]=1)[CH3:12]. (5) Given the reactants [C:1]([C:4]1[CH:9]=[CH:8][C:7]([NH:10][C:11](=[O:16])[C:12]([F:15])([F:14])[F:13])=[C:6]([Br:17])[CH:5]=1)(=[O:3])[CH3:2].[Br-:18].[Br-].[Br-].C([N+](CCCC)(CCCC)CCCC)CCC.C([N+](CCCC)(CCCC)CCCC)CCC.C([N+](CCCC)(CCCC)CCCC)CCC, predict the reaction product. The product is: [Br:17][C:6]1[CH:5]=[C:4]([C:1](=[O:3])[CH2:2][Br:18])[CH:9]=[CH:8][C:7]=1[NH:10][C:11](=[O:16])[C:12]([F:13])([F:14])[F:15]. (6) Given the reactants ClCl.[CH3:3][C:4]1[CH:12]=[C:11](Cl)[C:10]([S:14]([CH3:17])(=[O:16])=[O:15])=[CH:9][C:5]=1[C:6]([OH:8])=[O:7], predict the reaction product. The product is: [CH3:3][C:4]1[CH:12]=[C:11]([S:14]([CH3:10])(=[O:16])=[O:15])[C:10]([S:14]([CH3:17])(=[O:16])=[O:15])=[CH:9][C:5]=1[C:6]([OH:8])=[O:7]. (7) Given the reactants [F:1][C:2]1[CH:3]=[C:4]([NH:10][C:11]2[CH:16]=[CH:15][C:14]([I:17])=[CH:13][C:12]=2[F:18])[C:5]([C:8]#[N:9])=[N:6][CH:7]=1.C[Si](C)(C)[O-:21].[K+], predict the reaction product. The product is: [F:1][C:2]1[CH:3]=[C:4]([NH:10][C:11]2[CH:16]=[CH:15][C:14]([I:17])=[CH:13][C:12]=2[F:18])[C:5]([C:8]([NH2:9])=[O:21])=[N:6][CH:7]=1.